From a dataset of NCI-60 drug combinations with 297,098 pairs across 59 cell lines. Regression. Given two drug SMILES strings and cell line genomic features, predict the synergy score measuring deviation from expected non-interaction effect. (1) Drug 1: CCC1=CC2CC(C3=C(CN(C2)C1)C4=CC=CC=C4N3)(C5=C(C=C6C(=C5)C78CCN9C7C(C=CC9)(C(C(C8N6C)(C(=O)OC)O)OC(=O)C)CC)OC)C(=O)OC.C(C(C(=O)O)O)(C(=O)O)O. Drug 2: C1=NC2=C(N=C(N=C2N1C3C(C(C(O3)CO)O)O)F)N. Cell line: SNB-75. Synergy scores: CSS=25.8, Synergy_ZIP=0.108, Synergy_Bliss=0.384, Synergy_Loewe=-23.9, Synergy_HSA=-0.211. (2) Drug 1: CC1OCC2C(O1)C(C(C(O2)OC3C4COC(=O)C4C(C5=CC6=C(C=C35)OCO6)C7=CC(=C(C(=C7)OC)O)OC)O)O. Drug 2: CC1C(C(=O)NC(C(=O)N2CCCC2C(=O)N(CC(=O)N(C(C(=O)O1)C(C)C)C)C)C(C)C)NC(=O)C3=C4C(=C(C=C3)C)OC5=C(C(=O)C(=C(C5=N4)C(=O)NC6C(OC(=O)C(N(C(=O)CN(C(=O)C7CCCN7C(=O)C(NC6=O)C(C)C)C)C)C(C)C)C)N)C. Cell line: MOLT-4. Synergy scores: CSS=79.5, Synergy_ZIP=9.34, Synergy_Bliss=9.27, Synergy_Loewe=8.98, Synergy_HSA=10.1.